The task is: Predict the reactants needed to synthesize the given product.. This data is from Full USPTO retrosynthesis dataset with 1.9M reactions from patents (1976-2016). (1) Given the product [CH3:13][O:12][C:9]1[CH:8]=[C:7]2[C:6]([C:4](=[O:5])[CH2:3][CH:2]([C:15]3[S:16][CH:17]=[C:18]([C:20]([O:22][CH2:23][CH3:24])=[O:21])[N:19]=3)[O:14]2)=[CH:11][CH:10]=1, predict the reactants needed to synthesize it. The reactants are: O[CH:2]([C:15]1[S:16][CH:17]=[C:18]([C:20]([O:22][CH2:23][CH3:24])=[O:21])[N:19]=1)[CH2:3][C:4]([C:6]1[CH:11]=[CH:10][C:9]([O:12][CH3:13])=[CH:8][C:7]=1[OH:14])=[O:5].C1(P(C2C=CC=CC=2)C2C=CC=CC=2)C=CC=CC=1.N(C(OCC)=O)=NC(OCC)=O.C1(C)C=CC=CC=1. (2) Given the product [ClH:2].[Cl:2][C:3]1[CH:8]=[CH:7][C:6]([C:9]2[C:14]([C@@H:15]3[CH2:17][C@H:16]3[NH2:18])=[CH:13][CH:12]=[C:11]([C:26]3[CH:31]=[CH:30][CH:29]=[C:28]([C:32]([F:35])([F:33])[F:34])[CH:27]=3)[N:10]=2)=[CH:5][CH:4]=1, predict the reactants needed to synthesize it. The reactants are: Cl.[Cl:2][C:3]1[CH:8]=[CH:7][C:6]([C:9]2[C:14]([C@@H:15]3[CH2:17][C@H:16]3[NH:18]C(=O)OC(C)(C)C)=[CH:13][CH:12]=[C:11]([C:26]3[CH:31]=[CH:30][CH:29]=[C:28]([C:32]([F:35])([F:34])[F:33])[CH:27]=3)[N:10]=2)=[CH:5][CH:4]=1. (3) Given the product [C:1]([O:5][C:6](=[O:36])[N:7]=[C:8]1[N:12]([CH2:13][C:14]2[CH:19]=[CH:18][CH:17]=[CH:16][C:15]=2[N:47]2[CH2:48][CH2:49][N:44]([CH2:43][C:38]3[CH:39]=[CH:40][CH:41]=[CH:42][C:37]=3[C:50]3[CH:55]=[CH:54][CH:53]=[CH:52][CH:51]=3)[CH2:45][CH2:46]2)[C:11]2[CH:21]=[CH:22][CH:23]=[CH:24][C:10]=2[N:9]1[CH2:25][CH2:26][CH2:27][O:28][C:29]1[CH:34]=[CH:33][C:32]([F:35])=[CH:31][CH:30]=1)([CH3:4])([CH3:3])[CH3:2], predict the reactants needed to synthesize it. The reactants are: [C:1]([O:5][C:6](=[O:36])[N:7]=[C:8]1[N:12]([CH2:13][C:14]2[CH:19]=[CH:18][CH:17]=[CH:16][C:15]=2Br)[C:11]2[CH:21]=[CH:22][CH:23]=[CH:24][C:10]=2[N:9]1[CH2:25][CH2:26][CH2:27][O:28][C:29]1[CH:34]=[CH:33][C:32]([F:35])=[CH:31][CH:30]=1)([CH3:4])([CH3:3])[CH3:2].[C:37]1([C:50]2[CH:55]=[CH:54][CH:53]=[CH:52][CH:51]=2)[CH:42]=[CH:41][CH:40]=[CH:39][C:38]=1[CH2:43][N:44]1[CH2:49][CH2:48][NH:47][CH2:46][CH2:45]1.C([O-])([O-])=O.[Cs+].[Cs+]. (4) Given the product [CH:12]([NH:15][C:4](=[O:6])[C:3]1[C:7]([CH3:11])=[CH:8][CH:9]=[CH:10][C:2]=1[CH3:1])([CH3:14])[CH3:13], predict the reactants needed to synthesize it. The reactants are: [CH3:1][C:2]1[CH:10]=[CH:9][CH:8]=[C:7]([CH3:11])[C:3]=1[C:4]([OH:6])=O.[CH:12]([NH2:15])([CH3:14])[CH3:13]. (5) Given the product [CH3:1][O:2][C:3]([C:5]1[C:6]([CH:17]([CH3:19])[CH3:18])=[N:7][C:8]2[C:13]([C:14]=1[C:27]1[CH:26]=[CH:25][CH:24]=[C:23]([CH:20]([CH3:22])[CH3:21])[CH:28]=1)=[CH:12][C:11]([Cl:16])=[CH:10][CH:9]=2)=[O:4], predict the reactants needed to synthesize it. The reactants are: [CH3:1][O:2][C:3]([C:5]1[C:6]([CH:17]([CH3:19])[CH3:18])=[N:7][C:8]2[C:13]([C:14]=1Cl)=[CH:12][C:11]([Cl:16])=[CH:10][CH:9]=2)=[O:4].[CH:20]([C:23]1[CH:24]=[C:25](B(O)O)[CH:26]=[CH:27][CH:28]=1)([CH3:22])[CH3:21]. (6) Given the product [CH2:10]([N:17]1[CH2:22][CH2:21][C:20]2([O:6][CH2:3][C:4](=[O:5])[CH:23]2[C:24]([O:26][CH2:27][CH3:28])=[O:25])[CH2:19][CH2:18]1)[C:11]1[CH:12]=[CH:13][CH:14]=[CH:15][CH:16]=1, predict the reactants needed to synthesize it. The reactants are: [H-].[Na+].[C:3](OCC)(=[O:6])[CH2:4][OH:5].[CH2:10]([N:17]1[CH2:22][CH2:21][C:20](=[CH:23][C:24]([O:26][CH2:27][CH3:28])=[O:25])[CH2:19][CH2:18]1)[C:11]1[CH:16]=[CH:15][CH:14]=[CH:13][CH:12]=1.[Cl-].[NH4+].[Cl-].[Na+].